This data is from Catalyst prediction with 721,799 reactions and 888 catalyst types from USPTO. The task is: Predict which catalyst facilitates the given reaction. (1) Reactant: [Cl:1][C:2]1[C:3]([O:29][C:30]2[CH:35]=[CH:34][N:33]=[C:32](Cl)[CH:31]=2)=[CH:4][C:5]([F:28])=[C:6]([NH:8][C:9]([C:11]2[C:12](=[O:27])[N:13]([C:20]3[CH:25]=[CH:24][C:23]([F:26])=[CH:22][CH:21]=3)[CH:14]=[CH:15][C:16]=2[O:17][CH2:18][CH3:19])=[O:10])[CH:7]=1.[CH:37]1([C:40]([NH2:42])=[O:41])[CH2:39][CH2:38]1.C([O-])([O-])=O.[Cs+].[Cs+].CC1(C)C2C(=C(P(C3C=CC=CC=3)C3C=CC=CC=3)C=CC=2)OC2C(P(C3C=CC=CC=3)C3C=CC=CC=3)=CC=CC1=2. Product: [Cl:1][C:2]1[C:3]([O:29][C:30]2[CH:35]=[CH:34][N:33]=[C:32]([NH:42][C:40]([CH:37]3[CH2:39][CH2:38]3)=[O:41])[CH:31]=2)=[CH:4][C:5]([F:28])=[C:6]([NH:8][C:9]([C:11]2[C:12](=[O:27])[N:13]([C:20]3[CH:21]=[CH:22][C:23]([F:26])=[CH:24][CH:25]=3)[CH:14]=[CH:15][C:16]=2[O:17][CH2:18][CH3:19])=[O:10])[CH:7]=1. The catalyst class is: 102. (2) Reactant: [NH2:1][C:2]1[N:7]=[C:6]([NH:8][C@@H:9]([CH2:12][CH2:13][CH3:14])[CH2:10][OH:11])[C:5]([CH2:15][C:16]2[CH:21]=[CH:20][C:19]([CH2:22][C:23]([OH:25])=[O:24])=[CH:18][C:17]=2[OH:26])=[C:4]([CH3:27])[N:3]=1.[Si](Cl)(C)(C)[CH3:29]. Product: [NH2:1][C:2]1[N:7]=[C:6]([NH:8][C@@H:9]([CH2:12][CH2:13][CH3:14])[CH2:10][OH:11])[C:5]([CH2:15][C:16]2[CH:21]=[CH:20][C:19]([CH2:22][C:23]([O:25][CH3:29])=[O:24])=[CH:18][C:17]=2[OH:26])=[C:4]([CH3:27])[N:3]=1. The catalyst class is: 5. (3) Reactant: [Br:1][C:2]1[CH:18]=[N:17][C:5]2[NH:6][C@@H:7]([CH3:16])[CH2:8][N:9]([C:10]([O:12][CH:13]([CH3:15])[CH3:14])=[O:11])[C:4]=2[CH:3]=1.ClCCCl.C(N(CC)C(C)C)(C)C.[CH3:32][NH:33][C:34](Cl)=[O:35]. Product: [Br:1][C:2]1[CH:18]=[N:17][C:5]2[N:6]([C:34](=[O:35])[NH:33][CH3:32])[C@@H:7]([CH3:16])[CH2:8][N:9]([C:10]([O:12][CH:13]([CH3:15])[CH3:14])=[O:11])[C:4]=2[CH:3]=1. The catalyst class is: 13. (4) The catalyst class is: 475. Reactant: Cl.[F:2][C:3]([F:20])([F:19])[C:4]1[CH:9]=[CH:8][C:7]([C:10]2[CH:15]=[CH:14][CH:13]=[C:12]([C@@H:16]([NH2:18])[CH3:17])[CH:11]=2)=[CH:6][CH:5]=1.[F:21][C:22]1[CH:27]=[CH:26][C:25]([S:28]([N:31]2[CH2:35][CH2:34][CH2:33][C@H:32]2[C:36](O)=[O:37])(=[O:30])=[O:29])=[CH:24][CH:23]=1.ON1C2C=CC=CC=2N=N1.CCN(CC)CC. Product: [F:2][C:3]([F:19])([F:20])[C:4]1[CH:5]=[CH:6][C:7]([C:10]2[CH:15]=[CH:14][CH:13]=[C:12]([C@@H:16]([NH:18][C:36]([C@@H:32]3[CH2:33][CH2:34][CH2:35][N:31]3[S:28]([C:25]3[CH:26]=[CH:27][C:22]([F:21])=[CH:23][CH:24]=3)(=[O:30])=[O:29])=[O:37])[CH3:17])[CH:11]=2)=[CH:8][CH:9]=1. (5) Reactant: [CH3:16][C:11]1([CH3:17])[C:12]([CH3:15])([CH3:14])[O:13][B:9]([B:9]2[O:13][C:12]([CH3:15])([CH3:14])[C:11]([CH3:17])([CH3:16])[O:10]2)[O:10]1.C([O-])(=O)C.[K+].[CH2:24]([C:26]([C:37]1[CH:42]=[CH:41][C:40](OS(C(F)(F)F)(=O)=O)=[C:39]([CH3:51])[CH:38]=1)([C:29]1[CH:34]=[CH:33][C:32]([OH:35])=[C:31]([CH3:36])[CH:30]=1)[CH2:27][CH3:28])[CH3:25].C(OCC)(=O)C. Product: [CH2:24]([C:26]([C:29]1[CH:34]=[CH:33][C:32]([OH:35])=[C:31]([CH3:36])[CH:30]=1)([C:37]1[CH:42]=[CH:41][C:40]([B:9]2[O:10][C:11]([CH3:16])([CH3:17])[C:12]([CH3:14])([CH3:15])[O:13]2)=[C:39]([CH3:51])[CH:38]=1)[CH2:27][CH3:28])[CH3:25]. The catalyst class is: 16. (6) Reactant: [Br:1][C:2]1[C:3]([O:16][CH3:17])=[C:4]2[C:9](=[CH:10][CH:11]=1)[CH:8]([C:12]([O:14]C)=[O:13])[O:7][CH2:6][CH2:5]2.O[Li].O. Product: [Br:1][C:2]1[C:3]([O:16][CH3:17])=[C:4]2[C:9](=[CH:10][CH:11]=1)[CH:8]([C:12]([OH:14])=[O:13])[O:7][CH2:6][CH2:5]2. The catalyst class is: 200. (7) Reactant: [CH2:1]([NH2:4])[C:2]#[CH:3].[C:5](O[C:5]([O:7][C:8]([CH3:11])([CH3:10])[CH3:9])=[O:6])([O:7][C:8]([CH3:11])([CH3:10])[CH3:9])=[O:6]. Product: [CH2:1]([NH:4][C:5](=[O:6])[O:7][C:8]([CH3:11])([CH3:10])[CH3:9])[C:2]#[CH:3]. The catalyst class is: 2.